Task: Predict the product of the given reaction.. Dataset: Forward reaction prediction with 1.9M reactions from USPTO patents (1976-2016) (1) Given the reactants Cl[C:2]1[CH:7]=[C:6](Cl)[N:5]=[CH:4][N:3]=1.[F:9][C:10]1[CH:15]=[CH:14][CH:13]=[C:12]([O:16][CH3:17])[C:11]=1[CH:18]1[CH2:23][CH2:22][NH:21][CH2:20][CH2:19]1.C(=O)([O-])[O-].[K+].[K+].[NH2:30][NH2:31], predict the reaction product. The product is: [F:9][C:10]1[CH:15]=[CH:14][CH:13]=[C:12]([O:16][CH3:17])[C:11]=1[CH:18]1[CH2:19][CH2:20][N:21]([C:2]2[CH:7]=[C:6]([NH:30][NH2:31])[N:5]=[CH:4][N:3]=2)[CH2:22][CH2:23]1. (2) Given the reactants C[Si](C)(C)N[Si](C)(C)C.[Li].[Cl:11][C:12]1[CH:35]=[CH:34][C:15]([O:16][C:17]2[CH:25]=[CH:24][C:20]([C:21]([NH2:23])=[O:22])=[CH:19][C:18]=2[C:26]2[C:31]([O:32][CH3:33])=[CH:30][CH:29]=[CH:28][N:27]=2)=[CH:14][CH:13]=1.[CH3:36][S:37](Cl)(=[O:39])=[O:38], predict the reaction product. The product is: [Cl:11][C:12]1[CH:35]=[CH:34][C:15]([O:16][C:17]2[CH:25]=[CH:24][C:20]([C:21]([NH:23][S:37]([CH3:36])(=[O:39])=[O:38])=[O:22])=[CH:19][C:18]=2[C:26]2[C:31]([O:32][CH3:33])=[CH:30][CH:29]=[CH:28][N:27]=2)=[CH:14][CH:13]=1. (3) Given the reactants [Mg].II.[F:4][C:5]1[CH:12]=[CH:11][CH:10]=[CH:9][C:6]=1[CH2:7]Cl.CN(C)[C:15]([CH:17]1[CH2:19][CH2:18]1)=[O:16], predict the reaction product. The product is: [F:4][C:5]1[CH:12]=[CH:11][CH:10]=[CH:9][C:6]=1[CH2:7][C:15]([CH:17]1[CH2:19][CH2:18]1)=[O:16]. (4) The product is: [Cl:20][C:14]1[C:13]([S:10]([C:7]2[CH:8]=[CH:9][C:4]([CH2:3][OH:2])=[CH:5][CH:6]=2)(=[O:11])=[O:12])=[CH:18][CH:17]=[C:16]([CH3:19])[N:15]=1. Given the reactants C[O:2][C:3](=O)[C:4]1[CH:9]=[CH:8][C:7]([S:10]([C:13]2[C:14]([Cl:20])=[N:15][C:16]([CH3:19])=[CH:17][CH:18]=2)(=[O:12])=[O:11])=[CH:6][CH:5]=1.CC(C[AlH]CC(C)C)C, predict the reaction product. (5) Given the reactants O=[C:2]([C:30]1[CH:35]=[CH:34][CH:33]=[CH:32][CH:31]=1)[CH2:3][NH:4][C:5]([C:7]1[CH:29]=[N:28][C:10]2[O:11][CH2:12][CH2:13][N:14]([S:15]([C:18]3[CH:23]=[CH:22][C:21]([C:24]([F:27])([F:26])[F:25])=[CH:20][CH:19]=3)(=[O:17])=[O:16])[C:9]=2[CH:8]=1)=O.C([O-])(=O)C.[NH4+:40].C([O-])(O)=O.[Na+], predict the reaction product. The product is: [C:30]1([C:2]2[NH:40][C:5]([C:7]3[CH:29]=[N:28][C:10]4[O:11][CH2:12][CH2:13][N:14]([S:15]([C:18]5[CH:19]=[CH:20][C:21]([C:24]([F:25])([F:27])[F:26])=[CH:22][CH:23]=5)(=[O:17])=[O:16])[C:9]=4[CH:8]=3)=[N:4][CH:3]=2)[CH:35]=[CH:34][CH:33]=[CH:32][CH:31]=1. (6) The product is: [Br:1][C:3]1[CH:12]=[CH:11][C:10]2[N:9]=[CH:8][CH:7]=[CH:6][C:5]=2[C:4]=1[C:13]#[N:14]. Given the reactants [Br-:1].N[C:3]1[CH:12]=[CH:11][C:10]2[N:9]=[CH:8][CH:7]=[CH:6][C:5]=2[C:4]=1[C:13]#[N:14].N(OC(C)(C)C)=O.Cl, predict the reaction product. (7) Given the reactants C(O[C:4](=[O:36])[CH:5]([CH2:9][C:10]1[C:18]2[C:13](=[CH:14][N:15]=[C:16]([C:19]3[C:24](C)=[CH:23][CH:22]=[CH:21][C:20]=3[CH3:26])[CH:17]=2)[N:12]([C:27]2[CH:32]=[CH:31][C:30]([CH:33]([CH3:35])[CH3:34])=[CH:29][CH:28]=2)[CH:11]=1)[CH2:6][CH2:7][CH3:8])C.[CH3:37][CH:38](C[AlH]CC(C)C)C.[C@H:46](O)(C([O-])=O)[C@@H](O)C([O-])=O.[Na+].[K+], predict the reaction product. The product is: [CH2:23]([C:24]1[CH:38]=[CH:37][CH:21]=[C:20]([CH2:26][CH3:46])[C:19]=1[C:16]1[CH:17]=[C:18]2[C:10]([CH2:9][CH:5]([CH2:6][CH2:7][CH3:8])[CH2:4][OH:36])=[CH:11][N:12]([C:27]3[CH:28]=[CH:29][C:30]([CH:33]([CH3:35])[CH3:34])=[CH:31][CH:32]=3)[C:13]2=[CH:14][N:15]=1)[CH3:22].